This data is from Forward reaction prediction with 1.9M reactions from USPTO patents (1976-2016). The task is: Predict the product of the given reaction. (1) Given the reactants [Cl:1][C:2]1[C:3](=[O:22])[N:4]([CH2:10][CH2:11][C:12]2[CH:21]=[CH:20][C:15]([C:16]([O:18]C)=[O:17])=[CH:14][CH:13]=2)[C:5]([CH3:9])=[C:6]([Cl:8])[CH:7]=1.[OH-].[Na+].Cl, predict the reaction product. The product is: [Cl:1][C:2]1[C:3](=[O:22])[N:4]([CH2:10][CH2:11][C:12]2[CH:21]=[CH:20][C:15]([C:16]([OH:18])=[O:17])=[CH:14][CH:13]=2)[C:5]([CH3:9])=[C:6]([Cl:8])[CH:7]=1. (2) Given the reactants Cl.C[C:3]1[N:7]([C:8]2[CH:9]=[N:10][CH:11]=[CH:12][CH:13]=2)[N:6]=[N:5][C:4]=1[C:14]1[CH2:15][CH2:16][N:17](C(OC(C)(C)C)=O)[CH2:18][CH:19]=1, predict the reaction product. The product is: [N:10]1[CH:11]=[CH:12][CH:13]=[C:8]([N:7]2[CH:3]=[C:4]([C:14]3[CH2:15][CH2:16][NH:17][CH2:18][CH:19]=3)[N:5]=[N:6]2)[CH:9]=1. (3) The product is: [OH:18][CH:17]([C:7]1[CH:12]=[N:11][C:10]([C:13]([F:16])([F:15])[F:14])=[CH:9][CH:8]=1)[CH:19]1[CH2:22][N:21]([C:23]([O:25][C:26]([CH3:29])([CH3:28])[CH3:27])=[O:24])[CH2:20]1. Given the reactants C([Mg]Cl)(C)C.Br[C:7]1[CH:8]=[CH:9][C:10]([C:13]([F:16])([F:15])[F:14])=[N:11][CH:12]=1.[CH:17]([CH:19]1[CH2:22][N:21]([C:23]([O:25][C:26]([CH3:29])([CH3:28])[CH3:27])=[O:24])[CH2:20]1)=[O:18], predict the reaction product. (4) Given the reactants Br[C:2]1[CH:7]=[CH:6][C:5]([NH:8][C:9]([CH3:12])([CH3:11])[CH3:10])=[C:4]([N+:13]([O-:15])=[O:14])[CH:3]=1.CC1(C)C(C)(C)OB([C:24]2[CH:25]=[N:26][C:27]([NH2:30])=[N:28][CH:29]=2)O1.C([O-])([O-])=O.[K+].[K+], predict the reaction product. The product is: [C:9]([NH:8][C:5]1[CH:6]=[CH:7][C:2]([C:24]2[CH:25]=[N:26][C:27]([NH2:30])=[N:28][CH:29]=2)=[CH:3][C:4]=1[N+:13]([O-:15])=[O:14])([CH3:12])([CH3:11])[CH3:10]. (5) Given the reactants [Br:1][CH2:2][C:3](Cl)=[O:4].[NH2:6][C:7]1[CH:12]=[CH:11][CH:10]=[CH:9][CH:8]=1.C(N(CC)CC)C.O, predict the reaction product. The product is: [Br:1][CH2:2][C:3]([NH:6][C:7]1[CH:12]=[CH:11][CH:10]=[CH:9][CH:8]=1)=[O:4]. (6) Given the reactants [C:1]([O:5][C:6]([N:8]1[CH2:13][CH2:12][CH2:11][C@H:10]([NH:14][CH2:15][C:16]2[CH:17]=[C:18]3[C:22](=[CH:23][C:24]=2[O:25][CH3:26])[CH2:21][O:20][CH:19]3[C:27]([F:30])([F:29])[F:28])[C@@H:9]1[C:31]1[CH:36]=[CH:35][CH:34]=[CH:33][CH:32]=1)=[O:7])([CH3:4])([CH3:3])[CH3:2].COC1C=C2C(C([C:48]([F:51])([F:50])[F:49])([C:48]([F:51])([F:50])[F:49])OC2)=CC=1C=O, predict the reaction product. The product is: [C:1]([O:5][C:6]([N:8]1[CH2:13][CH2:12][CH2:11][C@H:10]([NH:14][CH2:15][C:16]2[CH:17]=[C:18]3[C:22](=[CH:23][C:24]=2[O:25][CH3:26])[CH2:21][O:20][C:19]3([C:48]([F:51])([F:50])[F:49])[C:27]([F:30])([F:28])[F:29])[C@@H:9]1[C:31]1[CH:32]=[CH:33][CH:34]=[CH:35][CH:36]=1)=[O:7])([CH3:4])([CH3:2])[CH3:3]. (7) Given the reactants [F:1][C:2]1[CH:3]=[C:4]([S:8]([C:11]2[CH:12]=[CH:13][C:14]3[O:28][C:18]4[CH:19](CNC(=O)C)[NH:20][CH2:21][CH2:22][C:17]=4[C:15]=3[CH:16]=2)(=[O:10])=[O:9])[CH:5]=[CH:6][CH:7]=1.FC1C=C(S(C2C=CC3OC=C([CH2:47][CH2:48][NH:49][C:50](=[O:56])OC(C)(C)C)C=3C=2)(=O)=O)C=CC=1.O1CCO[CH:59]1NCC.C(N)(=O)C.O1CCOC1CCN.C(OC(=O)C)(=O)C, predict the reaction product. The product is: [F:1][C:2]1[CH:3]=[C:4]([S:8]([C:11]2[CH:12]=[CH:13][C:14]3[O:28][C:18]4[CH:19]([CH2:47][CH2:48][NH:49][C:50](=[O:56])[CH3:59])[NH:20][CH2:21][CH2:22][C:17]=4[C:15]=3[CH:16]=2)(=[O:9])=[O:10])[CH:5]=[CH:6][CH:7]=1.